From a dataset of Reaction yield outcomes from USPTO patents with 853,638 reactions. Predict the reaction yield, written as a fraction of the theoretical maximum amount of product (1.0 means a 100% yield; for example, 0.34 means a 34% yield). (1) The reactants are [Cl:1]N1C(=O)CCC1=O.COC([C:13]1[NH:14][C:15]2[CH:16]=[C:17]([NH:27][C:28]([O:30][C:31]([CH3:34])([CH3:33])[CH3:32])=[O:29])[CH:18]=[C:19]3[C:25](=[O:26])[NH:24][N:23]=[CH:22][C:21]=1[C:20]=23)=O.CO.C(OCC)(=O)C. The catalyst is CN(C)C=O.C(Cl)(Cl)Cl. The product is [C:31]([O:30][C:28](=[O:29])[NH:27][C:17]1[CH:18]=[C:19]2[C:25](=[O:26])[NH:24][N:23]=[CH:22][C:21]3=[C:13]([Cl:1])[NH:14][C:15]([CH:16]=1)=[C:20]23)([CH3:34])([CH3:33])[CH3:32]. The yield is 0.900. (2) The reactants are [CH:1]([C:4]1[C:12]2[C:7](=[N:8][CH:9]=[CH:10][C:11]=2[C:13]2[CH:14]=[N:15][C:16]3[C:21]([CH:22]=2)=[CH:20][CH:19]=[CH:18][CH:17]=3)[N:6]([C:23]2[CH:30]=[CH:29][C:26]([C:27]#[N:28])=[C:25]([NH:31][C:32]3[CH:37]=[CH:36][C:35]([N:38]4[CH2:43][CH2:42][O:41][CH2:40][CH2:39]4)=[CH:34][CH:33]=3)[CH:24]=2)[N:5]=1)([CH3:3])[CH3:2].[O:44]1CCN(C2C=CC(N)=CC=2)CC1. No catalyst specified. The product is [CH:1]([C:4]1[C:12]2[C:7](=[N:8][CH:9]=[CH:10][C:11]=2[C:13]2[CH:14]=[N:15][C:16]3[C:21]([CH:22]=2)=[CH:20][CH:19]=[CH:18][CH:17]=3)[N:6]([C:23]2[CH:30]=[CH:29][C:26]([C:27]([NH2:28])=[O:44])=[C:25]([NH:31][C:32]3[CH:37]=[CH:36][C:35]([N:38]4[CH2:39][CH2:40][O:41][CH2:42][CH2:43]4)=[CH:34][CH:33]=3)[CH:24]=2)[N:5]=1)([CH3:3])[CH3:2]. The yield is 0.110.